Predict the product of the given reaction. From a dataset of Forward reaction prediction with 1.9M reactions from USPTO patents (1976-2016). (1) Given the reactants [C:1]1([CH2:11][CH2:12][OH:13])[C:10]2[C:5](=[CH:6][CH:7]=[CH:8][CH:9]=2)[CH:4]=[CH:3][CH:2]=1, predict the reaction product. The product is: [CH3:3][CH2:2][CH2:1][CH:10]([CH3:5])[CH3:9].[C:1]1([CH2:11][CH2:12][OH:13])[C:10]2[CH2:9][CH2:8][CH2:7][CH2:6][C:5]=2[CH:4]=[CH:3][CH:2]=1. (2) Given the reactants [C:1]([C:3]1[C:11]2[C:6](=[N:7][C:8]([CH3:15])=[C:9]([CH2:13][CH3:14])[C:10]=2[CH3:12])[S:5][C:4]=1C(O)=O)#[N:2].C([N:21]([CH2:24]C)CC)C.C1(P(N=[N+]=[N-])(C2C=CC=CC=2)=[O:33])C=CC=CC=1.[C:43]([OH:47])([CH3:46])([CH3:45])[CH3:44], predict the reaction product. The product is: [C:43]([O:47][C:24](=[O:33])[NH:21][C:4]1[S:5][C:6]2=[N:7][C:8]([CH3:15])=[C:9]([CH2:13][CH3:14])[C:10]([CH3:12])=[C:11]2[C:3]=1[C:1]#[N:2])([CH3:46])([CH3:45])[CH3:44]. (3) Given the reactants Cl.Cl.[NH2:3][CH2:4][CH2:5][N:6]1[C:14]2[C:13]([NH:15][C:16]3[CH:21]=[CH:20][C:19]([O:22][C:23]4[C:28]5[CH:29]=[N:30][S:31][C:27]=5[CH:26]=[CH:25][CH:24]=4)=[C:18]([Cl:32])[CH:17]=3)=[N:12][CH:11]=[N:10][C:9]=2[CH:8]=[CH:7]1.C(OC([NH:40][C:41]([CH3:47])([CH3:46])[CH2:42][C:43](O)=[O:44])=O)(C)(C)C.ON1C2C=CC=CC=2N=N1.Cl.C(N=C=NCCCN(C)C)C.Cl.C(OCC)(=O)C.[OH-].[Na+], predict the reaction product. The product is: [NH2:40][C:41]([CH3:47])([CH3:46])[CH2:42][C:43]([NH:3][CH2:4][CH2:5][N:6]1[C:14]2[C:13]([NH:15][C:16]3[CH:21]=[CH:20][C:19]([O:22][C:23]4[C:28]5[CH:29]=[N:30][S:31][C:27]=5[CH:26]=[CH:25][CH:24]=4)=[C:18]([Cl:32])[CH:17]=3)=[N:12][CH:11]=[N:10][C:9]=2[CH:8]=[CH:7]1)=[O:44]. (4) The product is: [C:1]([NH:4][C:5]1[C:6]([Cl:37])=[CH:7][C:8]([CH2:9][NH:10]/[C:11](=[N:26]\[C:27](=[O:33])[O:28][C:29]([CH3:32])([CH3:30])[CH3:31])/[NH:12][C:13](=[O:25])[CH2:14][C:15]([C:16]2[CH:17]=[CH:18][C:19]([O:22][CH3:23])=[CH:20][CH:21]=2)=[O:24])=[CH:34][C:35]=1[Cl:36])(=[O:3])[CH3:2]. Given the reactants [C:1]([NH:4][C:5]1[C:35]([Cl:36])=[CH:34][C:8]([CH2:9][NH:10]/[C:11](=[N:26]\[C:27](=[O:33])[O:28][C:29]([CH3:32])([CH3:31])[CH3:30])/[NH:12][C:13](=[O:25])[CH2:14][CH:15]([OH:24])[C:16]2[CH:21]=[CH:20][C:19]([O:22][CH3:23])=[CH:18][CH:17]=2)=[CH:7][C:6]=1[Cl:37])(=[O:3])[CH3:2], predict the reaction product. (5) Given the reactants [C:1]([O:5][C:6]([N:8]1[CH2:13][CH2:12][CH:11](O)[CH2:10][CH2:9]1)=[O:7])([CH3:4])([CH3:3])[CH3:2].[SH:15][C:16]1[S:17][CH:18]=[CH:19][CH:20]=1, predict the reaction product. The product is: [C:1]([O:5][C:6]([N:8]1[CH2:13][CH2:12][CH:11]([S:15][C:16]2[S:17][CH:18]=[CH:19][CH:20]=2)[CH2:10][CH2:9]1)=[O:7])([CH3:4])([CH3:3])[CH3:2]. (6) Given the reactants [CH:1]([C:3]1[CH:12]=[CH:11][C:6]([C:7]([O:9][CH3:10])=[O:8])=[CH:5][CH:4]=1)=O.CCO[C:16]([C:18]([CH2:20][C:21]([CH3:23])=[O:22])=[O:19])=[O:17].[F:24][C:25]1[CH:26]=[C:27]([CH2:31][CH2:32][NH2:33])[CH:28]=[CH:29][CH:30]=1, predict the reaction product. The product is: [C:21]([C:20]1[CH:1]([C:3]2[CH:12]=[CH:11][C:6]([C:7]([O:9][CH3:10])=[O:8])=[CH:5][CH:4]=2)[N:33]([CH2:32][CH2:31][C:27]2[CH:28]=[CH:29][CH:30]=[C:25]([F:24])[CH:26]=2)[C:16](=[O:17])[C:18]=1[OH:19])(=[O:22])[CH3:23]. (7) Given the reactants [CH2:1]([C:3]1[CH:11]=[C:10]([CH3:12])[C:9]([CH:13]=[O:14])=[CH:8][C:4]=1[C:5]([OH:7])=O)[CH3:2].CN(C(ON1N=NC2C=CC=CC1=2)=[N+](C)C)C.F[P-](F)(F)(F)(F)F.Cl.[NH:40]1[CH2:45][CH2:44][CH:43]([C:46]2[CH:53]=[CH:52][C:49]([C:50]#[N:51])=[CH:48][CH:47]=2)[CH2:42][CH2:41]1, predict the reaction product. The product is: [CH2:1]([C:3]1[CH:11]=[C:10]([CH3:12])[C:9]([CH:13]=[O:14])=[CH:8][C:4]=1[C:5]([N:40]1[CH2:45][CH2:44][CH:43]([C:46]2[CH:53]=[CH:52][C:49]([C:50]#[N:51])=[CH:48][CH:47]=2)[CH2:42][CH2:41]1)=[O:7])[CH3:2].